Task: Predict the reactants needed to synthesize the given product.. Dataset: Full USPTO retrosynthesis dataset with 1.9M reactions from patents (1976-2016) (1) Given the product [CH3:1][O:2][C:3](=[O:37])[C:4]1[CH:9]=[C:8]([O:10][C:11]2[CH:16]=[CH:15][C:14]([NH2:17])=[C:13]([O:20][CH2:21][CH2:22][CH2:23][CH2:24][CH3:25])[CH:12]=2)[CH:7]=[CH:6][C:5]=1[NH:26][S:27]([C:30]1[CH:31]=[CH:32][C:33]([CH3:36])=[CH:34][CH:35]=1)(=[O:29])=[O:28], predict the reactants needed to synthesize it. The reactants are: [CH3:1][O:2][C:3](=[O:37])[C:4]1[CH:9]=[C:8]([O:10][C:11]2[CH:16]=[CH:15][C:14]([N+:17]([O-])=O)=[C:13]([O:20][CH2:21][CH2:22][CH2:23][CH2:24][CH3:25])[CH:12]=2)[CH:7]=[CH:6][C:5]=1[NH:26][S:27]([C:30]1[CH:35]=[CH:34][C:33]([CH3:36])=[CH:32][CH:31]=1)(=[O:29])=[O:28].[H][H]. (2) Given the product [CH2:6]([C:7]1[C:15]2[C:10](=[CH:11][C:12]([C:16]([OH:18])=[O:17])=[CH:13][CH:14]=2)[N:9]([CH3:20])[CH:8]=1)[C:5]1[CH:4]=[CH:3][CH:2]=[CH:22][CH:21]=1, predict the reactants needed to synthesize it. The reactants are: F[C:2]1[CH:22]=[CH:21][C:5]([CH2:6][C:7]2[C:15]3[C:10](=[CH:11][C:12]([C:16]([O:18]C)=[O:17])=[CH:13][CH:14]=3)[N:9]([CH3:20])[CH:8]=2)=[CH:4][CH:3]=1.O[Li].O. (3) Given the product [C:1]([O:5][C:6](=[O:26])[NH:7][C:8]1[N:9]([CH3:25])[C:10](=[O:24])[C@H:11]([CH2:28][CH3:29])[C@@:12]([CH3:23])([C:14]2[CH:19]=[CH:18][CH:17]=[C:16]([N+:20]([O-:22])=[O:21])[CH:15]=2)[N:13]=1)([CH3:4])([CH3:3])[CH3:2], predict the reactants needed to synthesize it. The reactants are: [C:1]([O:5][C:6](=[O:26])[NH:7][C:8]1[N:9]([CH3:25])[C:10](=[O:24])[CH2:11][C@@:12]([CH3:23])([C:14]2[CH:19]=[CH:18][CH:17]=[C:16]([N+:20]([O-:22])=[O:21])[CH:15]=2)[N:13]=1)([CH3:4])([CH3:3])[CH3:2].[Li+].[CH3:28][CH:29]([N-]C(C)C)C.ICC.